This data is from NCI-60 drug combinations with 297,098 pairs across 59 cell lines. The task is: Regression. Given two drug SMILES strings and cell line genomic features, predict the synergy score measuring deviation from expected non-interaction effect. (1) Drug 1: C1C(C(OC1N2C=NC(=NC2=O)N)CO)O. Drug 2: C1CCC(C(C1)N)N.C(=O)(C(=O)[O-])[O-].[Pt+4]. Cell line: NCI-H522. Synergy scores: CSS=27.6, Synergy_ZIP=-4.12, Synergy_Bliss=0.292, Synergy_Loewe=-0.958, Synergy_HSA=6.18. (2) Drug 1: C(=O)(N)NO. Drug 2: C1C(C(OC1N2C=NC3=C2NC=NCC3O)CO)O. Cell line: NCI-H460. Synergy scores: CSS=11.4, Synergy_ZIP=-0.953, Synergy_Bliss=-0.0943, Synergy_Loewe=-0.377, Synergy_HSA=-0.292. (3) Drug 2: C(=O)(N)NO. Synergy scores: CSS=13.5, Synergy_ZIP=-3.38, Synergy_Bliss=1.57, Synergy_Loewe=3.02, Synergy_HSA=2.88. Drug 1: CS(=O)(=O)C1=CC(=C(C=C1)C(=O)NC2=CC(=C(C=C2)Cl)C3=CC=CC=N3)Cl. Cell line: A498. (4) Drug 1: CCCS(=O)(=O)NC1=C(C(=C(C=C1)F)C(=O)C2=CNC3=C2C=C(C=N3)C4=CC=C(C=C4)Cl)F. Drug 2: C1=CN(C=N1)CC(O)(P(=O)(O)O)P(=O)(O)O. Cell line: HCC-2998. Synergy scores: CSS=0.577, Synergy_ZIP=7.97, Synergy_Bliss=7.67, Synergy_Loewe=-4.68, Synergy_HSA=-3.91. (5) Drug 1: CC1=CC=C(C=C1)C2=CC(=NN2C3=CC=C(C=C3)S(=O)(=O)N)C(F)(F)F. Drug 2: CN(C(=O)NC(C=O)C(C(C(CO)O)O)O)N=O. Cell line: CAKI-1. Synergy scores: CSS=-2.65, Synergy_ZIP=-0.0385, Synergy_Bliss=-0.720, Synergy_Loewe=-1.53, Synergy_HSA=-2.06. (6) Drug 1: C1C(C(OC1N2C=NC3=C(N=C(N=C32)Cl)N)CO)O. Drug 2: C1C(C(OC1N2C=NC3=C2NC=NCC3O)CO)O. Cell line: RXF 393. Synergy scores: CSS=-2.63, Synergy_ZIP=2.94, Synergy_Bliss=1.89, Synergy_Loewe=-5.53, Synergy_HSA=-4.47. (7) Drug 1: COC1=C(C=C2C(=C1)N=CN=C2NC3=CC(=C(C=C3)F)Cl)OCCCN4CCOCC4. Drug 2: C1C(C(OC1N2C=NC3=C2NC=NCC3O)CO)O. Cell line: HOP-92. Synergy scores: CSS=17.7, Synergy_ZIP=1.28, Synergy_Bliss=-2.87, Synergy_Loewe=-8.66, Synergy_HSA=-1.10.